Dataset: Reaction yield outcomes from USPTO patents with 853,638 reactions. Task: Predict the reaction yield, written as a fraction of the theoretical maximum amount of product (1.0 means a 100% yield; for example, 0.34 means a 34% yield). (1) The reactants are [Cl:1][CH2:2][C:3](Cl)=[O:4].[C:6]([C:10]1[O:14][N:13]=[C:12]([NH2:15])[CH:11]=1)([CH3:9])([CH3:8])[CH3:7].N1C=CC=CC=1. The catalyst is ClCCl. The product is [C:6]([C:10]1[O:14][N:13]=[C:12]([NH:15][C:3](=[O:4])[CH2:2][Cl:1])[CH:11]=1)([CH3:9])([CH3:8])[CH3:7]. The yield is 0.980. (2) The reactants are [NH2:1][C:2]1[CH:3]=[C:4]([OH:12])[C:5](=[CH:10][CH:11]=1)[C:6]([O:8][CH3:9])=[O:7].[Cl:13][C:14]1[CH:15]=[C:16]([S:20](Cl)(=[O:22])=[O:21])[CH:17]=[CH:18][CH:19]=1. No catalyst specified. The product is [Cl:13][C:14]1[CH:15]=[C:16]([S:20]([NH:1][C:2]2[CH:11]=[CH:10][C:5]([C:6]([O:8][CH3:9])=[O:7])=[C:4]([OH:12])[CH:3]=2)(=[O:22])=[O:21])[CH:17]=[CH:18][CH:19]=1. The yield is 0.750. (3) The reactants are [CH:1]([C@H:4]1[CH2:8][O:7][C:6](=[O:9])[N:5]1[C:10]1[CH:15]=[CH:14][N:13]=[C:12]([N:16]([C@H:24]([C:26]2[CH:31]=[CH:30][C:29]([C:32]3[CH:33]=[N:34][N:35]([CH3:37])[CH:36]=3)=[CH:28][CH:27]=2)[CH3:25])C(=O)OC(C)(C)C)[N:11]=1)([CH3:3])[CH3:2].C(O)(C(F)(F)F)=O. The catalyst is C(Cl)Cl. The product is [CH:1]([C@H:4]1[CH2:8][O:7][C:6](=[O:9])[N:5]1[C:10]1[CH:15]=[CH:14][N:13]=[C:12]([NH:16][C@H:24]([C:26]2[CH:31]=[CH:30][C:29]([C:32]3[CH:33]=[N:34][N:35]([CH3:37])[CH:36]=3)=[CH:28][CH:27]=2)[CH3:25])[N:11]=1)([CH3:2])[CH3:3]. The yield is 0.970. (4) The yield is 1.00. The reactants are C(OC([N:8]1[CH2:12][CH2:11][CH2:10][CH:9]1[C:13](=[O:32])[NH:14][C:15]1[CH:20]=[CH:19][C:18]([C:21]2[CH:26]=[CH:25][CH:24]=[CH:23][C:22]=2[S:27]([CH3:30])(=[O:29])=[O:28])=[CH:17][C:16]=1[F:31])=O)(C)(C)C.FC(F)(F)C(O)=O. The product is [F:31][C:16]1[CH:17]=[C:18]([C:21]2[CH:26]=[CH:25][CH:24]=[CH:23][C:22]=2[S:27]([CH3:30])(=[O:28])=[O:29])[CH:19]=[CH:20][C:15]=1[NH:14][C:13]([CH:9]1[CH2:10][CH2:11][CH2:12][NH:8]1)=[O:32]. The catalyst is C(Cl)Cl.C(Cl)(Cl)Cl. (5) The reactants are Cl.[F:2][C:3]([F:22])([F:21])[O:4][C:5]1[CH:10]=[CH:9][C:8]([N:11]2[CH2:16][CH2:15][CH:14]3[CH2:17][NH:18][CH2:19][CH:13]3[C:12]2=[O:20])=[CH:7][CH:6]=1.Br[CH2:24][C:25]1[CH:30]=[CH:29][C:28]([F:31])=[CH:27][CH:26]=1.CCN(CC)CC.ClCCl. The catalyst is CO. The product is [F:31][C:28]1[CH:29]=[CH:30][C:25]([CH2:24][N:18]2[CH2:17][CH:14]3[CH:13]([C:12](=[O:20])[N:11]([C:8]4[CH:9]=[CH:10][C:5]([O:4][C:3]([F:2])([F:21])[F:22])=[CH:6][CH:7]=4)[CH2:16][CH2:15]3)[CH2:19]2)=[CH:26][CH:27]=1. The yield is 0.310. (6) The reactants are Cl.[F:2][C:3]1[CH:21]=[C:20]([S:22]([CH3:25])(=[O:24])=[O:23])[CH:19]=[CH:18][C:4]=1[O:5][C@H:6]1[CH2:10][CH2:9][N:8]([CH:11]2[CH2:16][CH2:15][NH:14][CH2:13][CH2:12]2)[C:7]1=[O:17].C(N(CC)CC)C.[Br:33][C:34]1[N:38]=[C:37](Cl)[S:36][N:35]=1. The catalyst is C1COCC1.CCOC(C)=O. The product is [Br:33][C:34]1[N:38]=[C:37]([N:14]2[CH2:13][CH2:12][CH:11]([N:8]3[CH2:9][CH2:10][C@H:6]([O:5][C:4]4[CH:18]=[CH:19][C:20]([S:22]([CH3:25])(=[O:24])=[O:23])=[CH:21][C:3]=4[F:2])[C:7]3=[O:17])[CH2:16][CH2:15]2)[S:36][N:35]=1. The yield is 1.04. (7) The reactants are [OH:1][CH2:2][CH2:3][N:4]1[C:12]2[C:7](=[CH:8][C:9]([N+:13]([O-])=O)=[CH:10][CH:11]=2)[CH:6]=[C:5]1[C:16]([CH3:21])([CH3:20])[CH2:17][CH2:18][OH:19]. The catalyst is [Ni].CO. The product is [NH2:13][C:9]1[CH:8]=[C:7]2[C:12](=[CH:11][CH:10]=1)[N:4]([CH2:3][CH2:2][OH:1])[C:5]([C:16]([CH3:21])([CH3:20])[CH2:17][CH2:18][OH:19])=[CH:6]2. The yield is 0.260.